This data is from Forward reaction prediction with 1.9M reactions from USPTO patents (1976-2016). The task is: Predict the product of the given reaction. (1) Given the reactants [CH2:1]([C:4]1[C:9]([N+:10]([O-:12])=[O:11])=[CH:8][CH:7]=[CH:6][C:5]=1[OH:13])[CH:2]=[CH2:3].[C:14](OC(=O)C)(=[O:16])[CH3:15], predict the reaction product. The product is: [C:14]([O:13][C:5]1[C:4]([CH2:1][CH:2]=[CH2:3])=[C:9]([N+:10]([O-:12])=[O:11])[CH:8]=[CH:7][CH:6]=1)(=[O:16])[CH3:15]. (2) Given the reactants C1(C)C=C(C)C=C(C)C=1Br.[Li]C(C)(C)C.[CH3:16][O:17][C:18]1[CH:27]=[CH:26][C:25]2[C:20](=[CH:21][CH:22]=[CH:23][CH:24]=2)[N:19]=1.CON(C)[C:31](=[O:41])[CH2:32][NH:33][C:34](=[O:40])[O:35][C:36]([CH3:39])([CH3:38])[CH3:37], predict the reaction product. The product is: [CH3:16][O:17][C:18]1[C:27]([C:31](=[O:41])[CH2:32][NH:33][C:34](=[O:40])[O:35][C:36]([CH3:37])([CH3:38])[CH3:39])=[CH:26][C:25]2[C:20](=[CH:21][CH:22]=[CH:23][CH:24]=2)[N:19]=1. (3) Given the reactants [C:1]([C:5]1[NH:6][C:7]([C:10]2[CH:15]=[CH:14][N:13]=[C:12]3[N:16]([CH2:19][O:20][CH2:21][CH2:22][Si:23]([CH3:26])([CH3:25])[CH3:24])[CH:17]=[CH:18][C:11]=23)=[CH:8][N:9]=1)([CH3:4])([CH3:3])[CH3:2].[C:27](=O)([O-])[O-].[K+].[K+].CN(C=O)C.CI, predict the reaction product. The product is: [C:1]([C:5]1[N:9]([CH3:27])[CH:8]=[C:7]([C:10]2[CH:15]=[CH:14][N:13]=[C:12]3[N:16]([CH2:19][O:20][CH2:21][CH2:22][Si:23]([CH3:26])([CH3:25])[CH3:24])[CH:17]=[CH:18][C:11]=23)[N:6]=1)([CH3:4])([CH3:2])[CH3:3]. (4) Given the reactants [Cl:1][CH2:2][CH2:3][CH2:4][N:5]1[CH2:10][C:9]2[CH:11]=[CH:12][CH:13]=[CH:14][C:8]=2[NH:7][S:6]1(=[O:16])=[O:15].[Cl:17][C:18]1[CH:23]=[CH:22][C:21](B(O)O)=[CH:20][CH:19]=1, predict the reaction product. The product is: [Cl:17][C:18]1[CH:23]=[CH:22][C:21]([N:7]2[C:8]3[CH:14]=[CH:13][CH:12]=[CH:11][C:9]=3[CH2:10][N:5]([CH2:4][CH2:3][CH2:2][Cl:1])[S:6]2(=[O:16])=[O:15])=[CH:20][CH:19]=1. (5) Given the reactants P([O-])([O-])([O-])=O.[K+].[K+].[K+].[CH:9]([C:12]1[CH:17]=[CH:16][C:15](B(O)O)=[CH:14][CH:13]=1)([CH3:11])[CH3:10].Br[C:22]1[CH:23]=[CH:24][CH:25]=[C:26]2[C:30]=1[CH2:29][CH:28]=[CH:27]2, predict the reaction product. The product is: [CH:9]([C:12]1[CH:17]=[CH:16][C:15]([C:25]2[CH:24]=[CH:23][CH:22]=[C:30]3[C:26]=2[CH:27]=[CH:28][CH2:29]3)=[CH:14][CH:13]=1)([CH3:11])[CH3:10].